From a dataset of Peptide-MHC class I binding affinity with 185,985 pairs from IEDB/IMGT. Regression. Given a peptide amino acid sequence and an MHC pseudo amino acid sequence, predict their binding affinity value. This is MHC class I binding data. (1) The peptide sequence is VPHVIEEVM. The MHC is HLA-A02:06 with pseudo-sequence HLA-A02:06. The binding affinity (normalized) is 0.0847. (2) The peptide sequence is WPVMQWLTA. The MHC is HLA-A02:11 with pseudo-sequence HLA-A02:11. The binding affinity (normalized) is 0.0847.